From a dataset of Experimentally validated miRNA-target interactions with 360,000+ pairs, plus equal number of negative samples. Binary Classification. Given a miRNA mature sequence and a target amino acid sequence, predict their likelihood of interaction. (1) The miRNA is hsa-miR-148a-5p with sequence AAAGUUCUGAGACACUCCGACU. The protein sequence of the target gene is MTTTRYRPTWDLALDPLVSCKLCLGEYPVEQMTTIAQCQCIFCTLCLKQYVELLIKEGLETAISCPDAACPKQGHLQENEIECMVAAEIMQRYKKLQFEREVLFDPCRTWCPASTCQAVCQLQDVGLQTPQPVQCKACRMEFCSTCKASWHPGQGCPETMPITFLPGETSAAFKMEEDDAPIKRCPKCKVYIERDEGCAQMMCKNCKHAFCWYCLESLDDDFLLIHYDKGPCRNKLGHSRASVIWHRTQVVGIFAGFGLLLLVASPFLLLATPFVLCCKCKCSKGDDDPLPT. Result: 0 (no interaction). (2) The miRNA is hsa-miR-500b-3p with sequence GCACCCAGGCAAGGAUUCUG. The protein sequence of the target gene is MALTLFDTDEYRPPVWKSYLYQLQQEAPHPRRITCTCEVENRPKYYGREFHGMISREAADQLLIVAEGSYLIRESQRQPGTYTLALRFGSQTRNFRLYYDGKHFVGEKRFESIHDLVTDGLITLYIETKAAEYIAKMTINPIYEHVGYTTLNREPAYKKHMPVLKETHDERDSTGQDGVSEKRLTSLVRRATLKENEQIPKYEKIHNFKVHTFRGPHWCEYCANFMWGLIAQGVKCADCGLNVHKQCSKMVPNDCKPDLKHVKKVYSCDLTTLVKAHTTKRPMVVDMCIREIESRGLNSE.... Result: 0 (no interaction). (3) The miRNA is mmu-miR-100-3p with sequence ACAAGCUUGUGUCUAUAGGUAU. The protein sequence of the target gene is MPQSKSRKIAILGYRSVGKSSLTIQFVEGQFVDSYDPTIENTFTKLITVNGQEYHLQLVDTAGQDEYSIFPQTYSIDINGYILVYSVTSIKSFEVIKVIHGKLLDMVGKVQIPIMLVGNKKDLHMERVISYEEGKALAESWNAAFLESSAKENQTAVDVFRRIILEAEKIDGAASQGKSSCSVM. Result: 0 (no interaction). (4) The miRNA is hsa-miR-3153 with sequence GGGGAAAGCGAGUAGGGACAUUU. The protein sequence of the target gene is MGLLTILKKMKQKERELRLLMLGLDNAGKTTILKKFNGEDVDTISPTLGFNIKTLEHRGFKLNIWDVGGQKSLRSYWRNYFESTDGLIWVVDSADRQRMQDCQRELQSLLVEERLAGATLLIFANKQDLPGALSCNAIQEALELDSIRSHHWRIQGCSAVTGEDLLPGIDWLLDDISSRVFTAD. Result: 0 (no interaction). (5) The miRNA is hsa-miR-1-3p with sequence UGGAAUGUAAAGAAGUAUGUAU. The protein sequence of the target gene is MASSLNEDPEGSRITYVKGDLFACPKTDSLAHCISEDCRMGAGIAVLFKKKFGGVQELLNQQKKSGEVAVLKRDGRYIYYLITKKRASHKPTYENLQKSLEAMKSHCLKNGVTDLSMPRIGCGLDRLQWENVSAMIEEVFEATDIKITVYTL. Result: 1 (interaction).